Regression. Given two drug SMILES strings and cell line genomic features, predict the synergy score measuring deviation from expected non-interaction effect. From a dataset of Merck oncology drug combination screen with 23,052 pairs across 39 cell lines. (1) Drug 1: CC1CC2C3CCC4=CC(=O)C=CC4(C)C3(F)C(O)CC2(C)C1(O)C(=O)CO. Drug 2: Cn1cc(-c2cnn3c(N)c(Br)c(C4CCCNC4)nc23)cn1. Cell line: MSTO. Synergy scores: synergy=-7.44. (2) Drug 1: C#Cc1cccc(Nc2ncnc3cc(OCCOC)c(OCCOC)cc23)c1. Drug 2: Cc1nc(Nc2ncc(C(=O)Nc3c(C)cccc3Cl)s2)cc(N2CCN(CCO)CC2)n1. Cell line: NCIH23. Synergy scores: synergy=21.8. (3) Drug 1: CN(Cc1cnc2nc(N)nc(N)c2n1)c1ccc(C(=O)NC(CCC(=O)O)C(=O)O)cc1. Drug 2: Cn1cc(-c2cnn3c(N)c(Br)c(C4CCCNC4)nc23)cn1. Cell line: LOVO. Synergy scores: synergy=6.97. (4) Drug 1: CN1C(=O)C=CC2(C)C3CCC4(C)C(NC(=O)OCC(F)(F)F)CCC4C3CCC12. Drug 2: CCc1cnn2c(NCc3ccc[n+]([O-])c3)cc(N3CCCCC3CCO)nc12. Cell line: NCIH2122. Synergy scores: synergy=2.21. (5) Drug 1: CC1(c2nc3c(C(N)=O)cccc3[nH]2)CCCN1. Drug 2: CNC(=O)c1cc(Oc2ccc(NC(=O)Nc3ccc(Cl)c(C(F)(F)F)c3)cc2)ccn1. Cell line: NCIH460. Synergy scores: synergy=11.6. (6) Drug 1: O=S1(=O)NC2(CN1CC(F)(F)F)C1CCC2Cc2cc(C=CCN3CCC(C(F)(F)F)CC3)ccc2C1. Drug 2: Cn1c(=O)n(-c2ccc(C(C)(C)C#N)cc2)c2c3cc(-c4cnc5ccccc5c4)ccc3ncc21. Cell line: T47D. Synergy scores: synergy=103. (7) Cell line: OV90. Drug 1: CCN(CC)CCNC(=O)c1c(C)[nH]c(C=C2C(=O)Nc3ccc(F)cc32)c1C. Drug 2: CCC1(O)C(=O)OCc2c1cc1n(c2=O)Cc2cc3c(CN(C)C)c(O)ccc3nc2-1. Synergy scores: synergy=-14.4.